This data is from Forward reaction prediction with 1.9M reactions from USPTO patents (1976-2016). The task is: Predict the product of the given reaction. (1) Given the reactants [F:1][C:2]1[CH:7]=[CH:6][C:5]([OH:8])=[CH:4][C:3]=1[C:9]1[CH2:10][CH2:11][CH2:12][C:13]2[CH:26]=[C:25]([O:27]C)[CH:24]=[CH:23][C:14]=2[C:15]=1[CH2:16][CH2:17][CH2:18][CH2:19][CH2:20][CH2:21]O.C1(P(C2C=CC=CC=2)C2C=CC=CC=2)C=CC=CC=1.C(Br)(Br)(Br)[Br:49], predict the reaction product. The product is: [Br:49][CH2:21][CH2:20][CH2:19][CH2:18][CH2:17][CH2:16][C:15]1[C:14]2[CH:23]=[CH:24][C:25]([OH:27])=[CH:26][C:13]=2[CH2:12][CH2:11][CH2:10][C:9]=1[C:3]1[CH:4]=[C:5]([OH:8])[CH:6]=[CH:7][C:2]=1[F:1]. (2) Given the reactants [NH2:1][C:2]1[N:7]=[C:6]([C:8]([O:10][CH2:11][CH3:12])=[O:9])[CH:5]=[CH:4][CH:3]=1.[C:13](O[C:13]([O:15][C:16]([CH3:19])([CH3:18])[CH3:17])=[O:14])([O:15][C:16]([CH3:19])([CH3:18])[CH3:17])=[O:14].C(N(CC)CC)C.O1CCCC1, predict the reaction product. The product is: [C:16]([O:15][C:13]([NH:1][C:2]1[N:7]=[C:6]([C:8]([O:10][CH2:11][CH3:12])=[O:9])[CH:5]=[CH:4][CH:3]=1)=[O:14])([CH3:19])([CH3:18])[CH3:17]. (3) Given the reactants ClC1C(O[C:13]2[CH:18]=[C:17]([O:19][CH2:20][O:21]C)C=CC=2CCCO)=NC=C(C(F)(F)F)C=1.Cl[S:28]([N:31]=C=O)(=[O:30])=[O:29].[NH2:34][CH2:35][CH2:36][O:37][CH:38]([CH3:40])[CH3:39].Cl, predict the reaction product. The product is: [CH:38]([O:37][CH2:36][CH2:35][NH:34][S:28]([NH:31][C:20](=[O:21])[O:19][CH2:17][CH2:18][CH3:13])(=[O:30])=[O:29])([CH3:40])[CH3:39]. (4) The product is: [Cl:1][C:2]1[N:10]=[C:9]2[C:5]([N:6]=[C:7]([CH2:12][N:27]3[CH2:26][C@@H:25]4[CH2:30][C@H:28]3[CH2:29][N:24]4[S:21]([CH3:20])(=[O:23])=[O:22])[N:8]2[CH3:11])=[C:4]([N:14]2[CH2:19][CH2:18][O:17][CH2:16][CH2:15]2)[N:3]=1. Given the reactants [Cl:1][C:2]1[N:10]=[C:9]2[C:5]([N:6]=[C:7]([CH:12]=O)[N:8]2[CH3:11])=[C:4]([N:14]2[CH2:19][CH2:18][O:17][CH2:16][CH2:15]2)[N:3]=1.[CH3:20][S:21]([N:24]1[CH2:29][C@@H:28]2[CH2:30][C@H:25]1[CH2:26][NH:27]2)(=[O:23])=[O:22].C(O[BH-](OC(=O)C)OC(=O)C)(=O)C.[Na+], predict the reaction product.